Task: Predict the product of the given reaction.. Dataset: Forward reaction prediction with 1.9M reactions from USPTO patents (1976-2016) (1) Given the reactants [CH3:1][O:2][C:3](=[O:34])[C:4]1[CH:9]=[C:8]([O:10][C:11]2[CH:16]=[CH:15][C:14]([N+:17]([O-])=O)=[C:13]([NH:20][CH2:21][CH3:22])[CH:12]=2)[CH:7]=[CH:6][C:5]=1[NH:23][S:24]([C:27]1[CH:32]=[CH:31][C:30]([CH3:33])=[CH:29][CH:28]=1)(=[O:26])=[O:25].[H][H], predict the reaction product. The product is: [CH3:1][O:2][C:3](=[O:34])[C:4]1[CH:9]=[C:8]([O:10][C:11]2[CH:16]=[CH:15][C:14]([NH2:17])=[C:13]([NH:20][CH2:21][CH3:22])[CH:12]=2)[CH:7]=[CH:6][C:5]=1[NH:23][S:24]([C:27]1[CH:28]=[CH:29][C:30]([CH3:33])=[CH:31][CH:32]=1)(=[O:26])=[O:25]. (2) Given the reactants I[C:2]1[N:3]=[CH:4][N:5]2[CH:9]=[CH:8][S:7][C:6]=12.[N+:10]([C:13]1[CH:29]=[CH:28][C:16]([CH2:17][O:18][C:19]([N:21]2[CH2:25][CH2:24][CH2:23][C@H:22]2[CH:26]=[O:27])=[O:20])=[CH:15][CH:14]=1)([O-:12])=[O:11], predict the reaction product. The product is: [N+:10]([C:13]1[CH:29]=[CH:28][C:16]([CH2:17][O:18][C:19]([N:21]2[CH2:25][CH2:24][CH2:23][C@H:22]2[CH:26]([OH:27])[C:2]2[N:3]=[CH:4][N:5]3[CH:9]=[CH:8][S:7][C:6]=23)=[O:20])=[CH:15][CH:14]=1)([O-:12])=[O:11]. (3) Given the reactants [NH2:1][N:2]1[C:7](=[O:8])[C:6]([C:9]2[NH:14][C:13]3[CH:15]=[CH:16][CH:17]=[CH:18][C:12]=3[S:11](=[O:20])(=[O:19])[N:10]=2)=[C:5]([OH:21])[C:4]2[S:22][CH:23]=[CH:24][C:3]1=2.[CH:25]1([CH:31]=O)[CH2:30][CH2:29][CH2:28][CH2:27][CH2:26]1, predict the reaction product. The product is: [CH:25]1([CH:31]=[N:1][N:2]2[C:7](=[O:8])[C:6]([C:9]3[NH:14][C:13]4[CH:15]=[CH:16][CH:17]=[CH:18][C:12]=4[S:11](=[O:20])(=[O:19])[N:10]=3)=[C:5]([OH:21])[C:4]3[S:22][CH:23]=[CH:24][C:3]2=3)[CH2:30][CH2:29][CH2:28][CH2:27][CH2:26]1. (4) Given the reactants OC(C(F)(F)F)=O.[F:8][C:9]1[CH:26]=[CH:25][C:12]([CH2:13][C:14]2[C:23]3[C:18](=[CH:19][CH:20]=[CH:21][CH:22]=3)[C:17](=[O:24])[NH:16][N:15]=2)=[CH:11][C:10]=1[C:27]([N:29]1[CH2:34][CH2:33][NH:32][CH2:31][CH2:30]1)=[O:28].[O:35]1[CH:39]=[CH:38][CH:37]=[C:36]1[C:40](=[O:44])[C:41](O)=[O:42].CCN(C(C)C)C(C)C.CN(C(ON1N=NC2C=CC=NC1=2)=[N+](C)C)C.F[P-](F)(F)(F)(F)F, predict the reaction product. The product is: [F:8][C:9]1[CH:26]=[CH:25][C:12]([CH2:13][C:14]2[C:23]3[C:18](=[CH:19][CH:20]=[CH:21][CH:22]=3)[C:17](=[O:24])[NH:16][N:15]=2)=[CH:11][C:10]=1[C:27]([N:29]1[CH2:34][CH2:33][N:32]([C:41](=[O:42])[C:40]([C:36]2[O:35][CH:39]=[CH:38][CH:37]=2)=[O:44])[CH2:31][CH2:30]1)=[O:28]. (5) The product is: [CH3:1][O:2][C:3]([C@H:5]1[CH2:10][CH2:9][CH2:8][CH2:7][C@H:6]1[NH:11][CH2:17][C:16]1[CH:19]=[CH:20][C:13]([F:12])=[CH:14][CH:15]=1)=[O:4]. Given the reactants [CH3:1][O:2][C:3]([C@H:5]1[CH2:10][CH2:9][CH2:8][CH2:7][C@H:6]1[NH2:11])=[O:4].[F:12][C:13]1[CH:20]=[CH:19][C:16]([CH:17]=O)=[CH:15][CH:14]=1.C(O)(=O)C.C([BH3-])#N.[Na+], predict the reaction product. (6) Given the reactants [C:1]([O:4][CH2:5][C:6]1[N:11]2[N:12]=[C:13]([C:15]([F:18])([F:17])[F:16])[CH:14]=[C:10]2[C:9]([CH:19]=[O:20])=[CH:8][CH:7]=1)(=[O:3])[CH3:2].[Cr](O[Cr]([O-])(=O)=O)([O-])(=O)=[O:22].[NH+]1C=CC=CC=1.[NH+]1C=CC=CC=1, predict the reaction product. The product is: [C:1]([O:4][CH2:5][C:6]1[N:11]2[N:12]=[C:13]([C:15]([F:17])([F:18])[F:16])[CH:14]=[C:10]2[C:9]([C:19]([OH:22])=[O:20])=[CH:8][CH:7]=1)(=[O:3])[CH3:2]. (7) Given the reactants [CH3:1][N:2]([CH2:4][C:5]1[CH:10]=[CH:9][C:8]([CH:11]2C(C3C=CC(CN(C)C)=CC=3)C(=O)[C:18]3[C:17]([C:32]([O:34]C)=O)=[CH:16][CH:15]=[CH:14][C:13]=3[NH:12]2)=[CH:7][CH:6]=1)[CH3:3].[CH3:36][N:37]([CH2:39][C:40]1[CH:45]=[CH:44][C:43]([CH:46]2[CH:55](C3C=CC(CN(C)C)=CC=3)C(=O)C3C(C(OCC)=O)=CC=CC=3N2)=[CH:42][CH:41]=1)[CH3:38].O.[NH2:73][NH2:74], predict the reaction product. The product is: [CH3:1][N:2]([CH2:4][C:5]1[CH:10]=[CH:9][C:8]([CH:11]2[NH:12][C:13]3[C:18]4[C:55](=[N:73][NH:74][C:32](=[O:34])[C:17]=4[CH:16]=[CH:15][CH:14]=3)[CH:46]2[C:43]2[CH:42]=[CH:41][C:40]([CH2:39][N:37]([CH3:36])[CH3:38])=[CH:45][CH:44]=2)=[CH:7][CH:6]=1)[CH3:3].